This data is from Reaction yield outcomes from USPTO patents with 853,638 reactions. The task is: Predict the reaction yield, written as a fraction of the theoretical maximum amount of product (1.0 means a 100% yield; for example, 0.34 means a 34% yield). (1) The reactants are [O:1]1[C:5]2[CH:6]=[CH:7][C:8]([CH2:10][N:11]3[CH2:16][CH2:15][N:14]([C:17]([NH:19][C:20]4[CH:25]=[C:24]([C:26]5[S:27][CH:28]=[CH:29][CH:30]=5)[CH:23]=[CH:22][C:21]=4[NH:31]C(=O)OC(C)(C)C)=[O:18])[CH2:13][CH2:12]3)=[CH:9][C:4]=2[O:3][CH2:2]1.C(Cl)Cl.FC(F)(F)C(O)=O.[OH-].[K+]. The catalyst is C(Cl)Cl.[Cl-].[Na+].O. The product is [NH2:31][C:21]1[CH:22]=[CH:23][C:24]([C:26]2[S:27][CH:28]=[CH:29][CH:30]=2)=[CH:25][C:20]=1[NH:19][C:17]([N:14]1[CH2:15][CH2:16][N:11]([CH2:10][C:8]2[CH:7]=[CH:6][C:5]3[O:1][CH2:2][O:3][C:4]=3[CH:9]=2)[CH2:12][CH2:13]1)=[O:18]. The yield is 0.640. (2) The reactants are [O:1]([C:8]1[CH:18]=[CH:17][C:11]2[CH:12]=[C:13]([CH2:15]O)[O:14][C:10]=2[CH:9]=1)[C:2]1[CH:7]=[CH:6][CH:5]=[CH:4][CH:3]=1.[C:19]1(=[O:29])[NH:23][C:22](=[O:24])[C:21]2=[CH:25][CH:26]=[CH:27][CH:28]=[C:20]12.C1(P(C2C=CC=CC=2)C2C=CC=CC=2)C=CC=CC=1.CCOC(/N=N/C(OCC)=O)=O. The catalyst is O.O1CCCC1. The product is [O:1]([C:8]1[CH:18]=[CH:17][C:11]2[CH:12]=[C:13]([CH2:15][N:23]3[C:19](=[O:29])[C:20]4[C:21](=[CH:25][CH:26]=[CH:27][CH:28]=4)[C:22]3=[O:24])[O:14][C:10]=2[CH:9]=1)[C:2]1[CH:3]=[CH:4][CH:5]=[CH:6][CH:7]=1. The yield is 0.770. (3) The catalyst is O1CCCC1.C(OCC)(=O)C. The reactants are C1(S([N:10]2[C:14]3=[N:15][CH:16]=[C:17]([CH2:19][CH:20]4[CH2:24][O:23][C:22]([CH3:26])([CH3:25])[O:21]4)[CH:18]=[C:13]3[CH:12]=[C:11]2[C:27]([C:34]2[CH:39]=[CH:38][C:37]([S:40]([CH3:43])(=[O:42])=[O:41])=[CH:36][CH:35]=2)=[CH:28][CH:29]2[CH2:33][CH2:32][CH2:31][CH2:30]2)(=O)=O)C=CC=CC=1.[F-].C([N+](CCCC)(CCCC)CCCC)CCC. The product is [CH:29]1([CH:28]=[C:27]([C:11]2[NH:10][C:14]3=[N:15][CH:16]=[C:17]([CH2:19][CH:20]4[CH2:24][O:23][C:22]([CH3:25])([CH3:26])[O:21]4)[CH:18]=[C:13]3[CH:12]=2)[C:34]2[CH:39]=[CH:38][C:37]([S:40]([CH3:43])(=[O:42])=[O:41])=[CH:36][CH:35]=2)[CH2:33][CH2:32][CH2:31][CH2:30]1. The yield is 0.885. (4) The reactants are Br[C:2]1[CH:3]=[N:4][C:5]([C:8]#[N:9])=[N:6][CH:7]=1.[C:10]1([SH:16])[CH:15]=[CH:14][CH:13]=[CH:12][CH:11]=1.C(=O)([O-])[O-].[Cs+].[Cs+]. The catalyst is CN1CCCC1=O.O. The product is [C:10]1([S:16][C:2]2[CH:3]=[N:4][C:5]([C:8]#[N:9])=[N:6][CH:7]=2)[CH:15]=[CH:14][CH:13]=[CH:12][CH:11]=1. The yield is 0.470. (5) The reactants are Cl[C:2]1[CH:7]=[C:6]([C:8]2[C:12]3[C:13]([O:17][CH3:18])=[N:14][CH:15]=[CH:16][C:11]=3[N:10](C(C3C=CC=CC=3)(C3C=CC=CC=3)C3C=CC=CC=3)[N:9]=2)[CH:5]=[CH:4][N:3]=1.[CH3:38][N:39]1[CH:43]=[C:42](B2OC(C)(C)C(C)(C)O2)[CH:41]=[N:40]1. No catalyst specified. The product is [CH3:18][O:17][C:13]1[C:12]2[C:8]([C:6]3[CH:5]=[CH:4][N:3]=[C:2]([C:42]4[CH:41]=[N:40][N:39]([CH3:38])[CH:43]=4)[CH:7]=3)=[N:9][NH:10][C:11]=2[CH:16]=[CH:15][N:14]=1. The yield is 0.570. (6) The reactants are [Br:1][C:2]1[C:11]([CH2:12]Cl)=[C:10]2[C:5]([NH:6][C:7]([CH3:17])([CH3:16])[C:8](=[O:15])[N:9]2[CH3:14])=[CH:4][CH:3]=1.[F:18][C:19]1[CH:20]=[CH:21][C:22]([CH3:26])=[C:23]([OH:25])[CH:24]=1.C(=O)([O-])[O-].[K+].[K+].C(OCC)(=O)C. The catalyst is CN(C)C=O.O. The product is [Br:1][C:2]1[C:11]([CH2:12][O:25][C:23]2[CH:24]=[C:19]([F:18])[CH:20]=[CH:21][C:22]=2[CH3:26])=[C:10]2[C:5]([NH:6][C:7]([CH3:17])([CH3:16])[C:8](=[O:15])[N:9]2[CH3:14])=[CH:4][CH:3]=1. The yield is 0.920. (7) The reactants are [CH2:1]([N:8]1[CH2:14][C:13]2[N:15]=[CH:16][C:17](Cl)=[N:18][C:12]=2[O:11][CH2:10][CH2:9]1)[C:2]1[CH:7]=[CH:6][CH:5]=[CH:4][CH:3]=1.[CH3:20][CH:21]([SH:23])[CH3:22].C(=O)([O-])[O-].[K+].[K+].O. The catalyst is CN(C=O)C. The product is [CH2:1]([N:8]1[CH2:14][C:13]2[N:15]=[CH:16][C:17]([S:23][CH:21]([CH3:22])[CH3:20])=[N:18][C:12]=2[O:11][CH2:10][CH2:9]1)[C:2]1[CH:7]=[CH:6][CH:5]=[CH:4][CH:3]=1. The yield is 0.320. (8) No catalyst specified. The product is [F:1][C:2]1[CH:10]=[CH:9][C:5]([C:6]([O:8][CH3:18])=[O:7])=[CH:4][C:3]=1[N+:11]([O-:13])=[O:12]. The reactants are [F:1][C:2]1[CH:10]=[CH:9][C:5]([C:6]([OH:8])=[O:7])=[CH:4][C:3]=1[N+:11]([O-:13])=[O:12].S(Cl)(Cl)=O.[CH3:18]O. The yield is 1.00. (9) The reactants are [OH:1][C@@H:2]([CH3:6])[C:3]([NH2:5])=[O:4].[H-].[Na+].Cl[C:10]1[CH:11]=[CH:12][C:13]2[N:14]([C:16]([C:19]3[O:27][C:26]4[CH:25]=[CH:24][N:23]=[C:22]([O:28][CH3:29])[C:21]=4[CH:20]=3)=[CH:17][N:18]=2)[N:15]=1. The catalyst is CN(C=O)C. The product is [OH:1][C@@H:2]([CH3:6])[C:3]([NH:5][C:10]1[CH:11]=[CH:12][C:13]2[N:14]([C:16]([C:19]3[O:27][C:26]4[CH:25]=[CH:24][N:23]=[C:22]([O:28][CH3:29])[C:21]=4[CH:20]=3)=[CH:17][N:18]=2)[N:15]=1)=[O:4]. The yield is 0.0400.